Dataset: Reaction yield outcomes from USPTO patents with 853,638 reactions. Task: Predict the reaction yield, written as a fraction of the theoretical maximum amount of product (1.0 means a 100% yield; for example, 0.34 means a 34% yield). (1) The product is [F:1][C:2]([F:7])([F:6])[C:3]([OH:5])=[O:4].[Cl:15][C:16]1[CH:17]=[N:18][C:19]2[NH:20][C:21]3[CH:22]=[CH:23][CH:24]=[C:25]([CH:47]=3)[CH2:26][CH2:27][C:28]3[CH:36]=[C:32]([NH:33][C:34]=1[N:35]=2)[CH:31]=[CH:30][C:29]=3[NH:37][C:38](=[O:46])[CH2:39][CH:40]1[CH2:45][CH2:44][N:43]([C:50](=[O:51])[C:49]([CH3:54])([CH3:53])[CH3:48])[CH2:42][CH2:41]1. No catalyst specified. The yield is 0.310. The reactants are [F:1][C:2]([F:7])([F:6])[C:3]([OH:5])=[O:4].FC(F)(F)C(O)=O.[Cl:15][C:16]1[CH:17]=[N:18][C:19]2[NH:20][C:21]3[CH:22]=[CH:23][CH:24]=[C:25]([CH:47]=3)[CH2:26][CH2:27][C:28]3[CH:36]=[C:32]([NH:33][C:34]=1[N:35]=2)[CH:31]=[CH:30][C:29]=3[NH:37][C:38](=[O:46])[CH2:39][CH:40]1[CH2:45][CH2:44][NH:43][CH2:42][CH2:41]1.[CH3:48][C:49]([CH3:54])([CH3:53])[C:50](Cl)=[O:51]. (2) The reactants are [C:1]([NH:8][C@@H:9]([C:13]([OH:15])=O)[CH:10]([CH3:12])[CH3:11])([O:3][C:4]([CH3:7])([CH3:6])[CH3:5])=[O:2].Cl.[F:17][C:18]1[CH:26]=[C:25]2[C:21]([C:22]([C:27]3[CH:28]=[N:29][N:30]([CH:32]4[CH2:37][CH2:36][NH:35][CH2:34][CH2:33]4)[CH:31]=3)=[CH:23][NH:24]2)=[CH:20][CH:19]=1. No catalyst specified. The product is [F:17][C:18]1[CH:26]=[C:25]2[C:21]([C:22]([C:27]3[CH:28]=[N:29][N:30]([CH:32]4[CH2:37][CH2:36][N:35]([C:13](=[O:15])[C@H:9]([NH:8][C:1](=[O:2])[O:3][C:4]([CH3:5])([CH3:6])[CH3:7])[CH:10]([CH3:11])[CH3:12])[CH2:34][CH2:33]4)[CH:31]=3)=[CH:23][NH:24]2)=[CH:20][CH:19]=1. The yield is 0.660. (3) The reactants are C(Br)(=O)C.[CH:5]1([C:8]2[C:9]([C:18]([C:20]3[CH:21]=[C:22]([CH:25]=[C:26]([CH3:28])[CH:27]=3)[C:23]#[N:24])=[O:19])=[N:10][C:11]([O:16]C)=[N:12][C:13]=2[O:14]C)[CH2:7][CH2:6]1. The product is [CH:5]1([C:8]2[C:13](=[O:14])[NH:12][C:11](=[O:16])[NH:10][C:9]=2[C:18]([C:20]2[CH:21]=[C:22]([CH:25]=[C:26]([CH3:28])[CH:27]=2)[C:23]#[N:24])=[O:19])[CH2:7][CH2:6]1. No catalyst specified. The yield is 0.770. (4) The reactants are Br[C:2]1[CH:7]=[CH:6][CH:5]=[C:4]([Br:8])[N:3]=1.[CH:9]1(B(O)O)[CH2:11][CH2:10]1.N#N. The catalyst is O1CCOCC1.C1C=CC([P]([Pd]([P](C2C=CC=CC=2)(C2C=CC=CC=2)C2C=CC=CC=2)([P](C2C=CC=CC=2)(C2C=CC=CC=2)C2C=CC=CC=2)[P](C2C=CC=CC=2)(C2C=CC=CC=2)C2C=CC=CC=2)(C2C=CC=CC=2)C2C=CC=CC=2)=CC=1. The product is [Br:8][C:4]1[CH:5]=[CH:6][CH:7]=[C:2]([CH:9]2[CH2:11][CH2:10]2)[N:3]=1. The yield is 0.400. (5) The reactants are [Cl:1][C:2]1[CH:3]=[C:4]([CH:12]=[CH:13][CH:14]=1)[C:5]([NH:7][NH:8][C:9](=[NH:11])[NH2:10])=O. The catalyst is O. The product is [Cl:1][C:2]1[CH:3]=[C:4]([C:5]2[N:10]=[C:9]([NH2:11])[NH:8][N:7]=2)[CH:12]=[CH:13][CH:14]=1. The yield is 0.630. (6) The reactants are Cl.[Cl:2][C:3]1[CH:4]=[C:5]([CH:18]=[CH:19][C:20]=1[F:21])[NH:6][C:7]1[C:16]2[C:11](=[CH:12][CH:13]=[CH:14][C:15]=2F)[N:10]=[CH:9][N:8]=1.[OH:22][CH:23]1[CH2:27][CH2:26][O:25][CH2:24]1. The yield is 0.720. No catalyst specified. The product is [Cl:2][C:3]1[CH:4]=[C:5]([CH:18]=[CH:19][C:20]=1[F:21])[NH:6][C:7]1[C:16]2[C:11](=[CH:12][CH:13]=[CH:14][C:15]=2[O:22][CH:23]2[CH2:27][CH2:26][O:25][CH2:24]2)[N:10]=[CH:9][N:8]=1. (7) The reactants are C(OC(=O)[N:7]([S:13]([C:16]1[CH:21]=[C:20]([Cl:22])[C:19]([O:23][C:24]2[CH:25]=[N:26][C:27](Cl)=[CH:28][C:29]=2[C:30]2[N:34]([CH3:35])[N:33]=[CH:32][CH:31]=2)=[CH:18][C:17]=1[F:37])(=[O:15])=[O:14])[C:8]1[N:9]=[CH:10][S:11][CH:12]=1)(C)(C)C.[F:39][C:40]1[CH:41]=[C:42](B(O)O)[CH:43]=[CH:44][CH:45]=1.C([O-])([O-])=O.[Na+].[Na+].O. The catalyst is CN(C)C=O.C1C=CC([P]([Pd]([P](C2C=CC=CC=2)(C2C=CC=CC=2)C2C=CC=CC=2)([P](C2C=CC=CC=2)(C2C=CC=CC=2)C2C=CC=CC=2)[P](C2C=CC=CC=2)(C2C=CC=CC=2)C2C=CC=CC=2)(C2C=CC=CC=2)C2C=CC=CC=2)=CC=1. The product is [Cl:22][C:20]1[C:19]([O:23][C:24]2[CH:25]=[N:26][C:27]([C:44]3[CH:43]=[CH:42][CH:41]=[C:40]([F:39])[CH:45]=3)=[CH:28][C:29]=2[C:30]2[N:34]([CH3:35])[N:33]=[CH:32][CH:31]=2)=[CH:18][C:17]([F:37])=[C:16]([S:13]([NH:7][C:8]2[N:9]=[CH:10][S:11][CH:12]=2)(=[O:14])=[O:15])[CH:21]=1. The yield is 0.270. (8) The reactants are [N:1]12[CH2:8][CH2:7][C:4]([C:9]([C:17]3[CH:22]=[CH:21][CH:20]=[CH:19][CH:18]=3)([C:11]3[CH:16]=[CH:15][CH:14]=[CH:13][CH:12]=3)[OH:10])([CH2:5][CH2:6]1)[CH2:3][CH2:2]2.[CH3:23][C:24]1[CH:29]=[CH:28][CH:27]=[CH:26][C:25]=1[O:30][CH2:31][CH2:32][CH2:33][Br:34]. The catalyst is CC#N. The product is [Br-:34].[OH:10][C:9]([C:17]1[CH:22]=[CH:21][CH:20]=[CH:19][CH:18]=1)([C:11]1[CH:12]=[CH:13][CH:14]=[CH:15][CH:16]=1)[C:4]12[CH2:5][CH2:6][N+:1]([CH2:33][CH2:32][CH2:31][O:30][C:25]3[CH:26]=[CH:27][CH:28]=[CH:29][C:24]=3[CH3:23])([CH2:2][CH2:3]1)[CH2:8][CH2:7]2. The yield is 0.765.